Dataset: NCI-60 drug combinations with 297,098 pairs across 59 cell lines. Task: Regression. Given two drug SMILES strings and cell line genomic features, predict the synergy score measuring deviation from expected non-interaction effect. (1) Drug 1: CCCCC(=O)OCC(=O)C1(CC(C2=C(C1)C(=C3C(=C2O)C(=O)C4=C(C3=O)C=CC=C4OC)O)OC5CC(C(C(O5)C)O)NC(=O)C(F)(F)F)O. Drug 2: C1CNP(=O)(OC1)N(CCCl)CCCl. Cell line: M14. Synergy scores: CSS=64.1, Synergy_ZIP=7.07, Synergy_Bliss=6.42, Synergy_Loewe=-30.1, Synergy_HSA=5.54. (2) Drug 1: C1=CC(=CC=C1CC(C(=O)O)N)N(CCCl)CCCl.Cl. Drug 2: CCC1(C2=C(COC1=O)C(=O)N3CC4=CC5=C(C=CC(=C5CN(C)C)O)N=C4C3=C2)O.Cl. Cell line: NCI-H322M. Synergy scores: CSS=-0.800, Synergy_ZIP=3.64, Synergy_Bliss=3.98, Synergy_Loewe=1.97, Synergy_HSA=0.0626.